Dataset: Catalyst prediction with 721,799 reactions and 888 catalyst types from USPTO. Task: Predict which catalyst facilitates the given reaction. (1) Reactant: [O:1]([CH2:8][C:9]1[CH:14]=[CH:13][C:12]([CH2:15][CH2:16][C:17]([C:19]2[O:20][C:21]([C:24]3[N:29]=[C:28]([C:30]([O:32]C)=[O:31])[CH:27]=[CH:26][CH:25]=3)=[CH:22][N:23]=2)=[O:18])=[CH:11][CH:10]=1)[C:2]1[CH:7]=[CH:6][CH:5]=[CH:4][CH:3]=1.[Li+].[OH-].Cl. The catalyst class is: 249. Product: [O:1]([CH2:8][C:9]1[CH:10]=[CH:11][C:12]([CH2:15][CH2:16][C:17]([C:19]2[O:20][C:21]([C:24]3[N:29]=[C:28]([C:30]([OH:32])=[O:31])[CH:27]=[CH:26][CH:25]=3)=[CH:22][N:23]=2)=[O:18])=[CH:13][CH:14]=1)[C:2]1[CH:7]=[CH:6][CH:5]=[CH:4][CH:3]=1. (2) Reactant: [CH2:1]([N:8]([CH3:23])[C:9]1[CH:14]=[C:13]([CH2:15][O:16][CH2:17][C:18]([F:21])([F:20])[F:19])[N:12]=[C:11](Cl)[N:10]=1)[C:2]1[CH:7]=[CH:6][CH:5]=[CH:4][CH:3]=1.[CH3:24][O:25][C:26]1[CH:27]=[C:28]([CH:30]=[CH:31][C:32]=1[N:33]1[CH:37]=[C:36]([CH3:38])[N:35]=[CH:34]1)[NH2:29].C(=O)([O-])[O-].[Cs+].[Cs+].C1(P(C2CCCCC2)C2C=CC=CC=2C2C=CC=CC=2)CCCCC1. Product: [CH2:1]([N:8]([CH3:23])[C:9]1[CH:14]=[C:13]([CH2:15][O:16][CH2:17][C:18]([F:21])([F:20])[F:19])[N:12]=[C:11]([NH:29][C:28]2[CH:30]=[CH:31][C:32]([N:33]3[CH:37]=[C:36]([CH3:38])[N:35]=[CH:34]3)=[C:26]([O:25][CH3:24])[CH:27]=2)[N:10]=1)[C:2]1[CH:7]=[CH:6][CH:5]=[CH:4][CH:3]=1. The catalyst class is: 160. (3) Reactant: [CH3:1][C:2]([CH3:14])([CH3:13])[C:3]#[C:4][C:5]1[CH:6]=[CH:7][C:8]([C:11]#[N:12])=[N:9][CH:10]=1. Product: [NH2:12][CH2:11][C:8]1[CH:7]=[CH:6][C:5]([CH2:4][CH2:3][C:2]([CH3:14])([CH3:13])[CH3:1])=[CH:10][N:9]=1. The catalyst class is: 19. (4) Reactant: COB(OC)OC.B.CSC.[N:12]1[CH:17]=[CH:16][CH:15]=[C:14]([C:18](=[O:22])[CH2:19][CH2:20][CH3:21])[CH:13]=1.Cl. Product: [N:12]1[CH:17]=[CH:16][CH:15]=[C:14]([C@H:18]([OH:22])[CH2:19][CH2:20][CH3:21])[CH:13]=1. The catalyst class is: 1.